This data is from Forward reaction prediction with 1.9M reactions from USPTO patents (1976-2016). The task is: Predict the product of the given reaction. Given the reactants [Cl:1][C:2]1[CH:3]=[C:4]([O:9][CH:10]([CH2:15][CH3:16])[C:11]([O:13]C)=[O:12])[CH:5]=[N:6][C:7]=1[Cl:8].[OH-].[Na+], predict the reaction product. The product is: [Cl:1][C:2]1[CH:3]=[C:4]([O:9][CH:10]([CH2:15][CH3:16])[C:11]([OH:13])=[O:12])[CH:5]=[N:6][C:7]=1[Cl:8].